From a dataset of Reaction yield outcomes from USPTO patents with 853,638 reactions. Predict the reaction yield, written as a fraction of the theoretical maximum amount of product (1.0 means a 100% yield; for example, 0.34 means a 34% yield). (1) The reactants are [NH:1]1[C:9]2[C:4](=[CH:5][C:6]([C:10]3[C:18]4[C:13](=[N:14][CH:15]=[C:16]([C:19]5[CH:26]=[CH:25][C:22]([CH:23]=O)=[C:21]([C:27]([F:30])([F:29])[F:28])[CH:20]=5)[CH:17]=4)[N:12](S(C4C=CC(C)=CC=4)(=O)=O)[CH:11]=3)=[CH:7][CH:8]=2)[CH:3]=[CH:2]1.[CH3:41][N:42]1[CH2:47][CH2:46][NH:45][CH2:44][CH2:43]1.C(O[BH-](OC(=O)C)OC(=O)C)(=O)C.[Na+]. The catalyst is C(Cl)Cl. The product is [NH:1]1[C:9]2[C:4](=[CH:5][C:6]([C:10]3[C:18]4[C:13](=[N:14][CH:15]=[C:16]([C:19]5[CH:26]=[CH:25][C:22]([CH2:23][N:45]6[CH2:46][CH2:47][N:42]([CH3:41])[CH2:43][CH2:44]6)=[C:21]([C:27]([F:29])([F:30])[F:28])[CH:20]=5)[CH:17]=4)[NH:12][CH:11]=3)=[CH:7][CH:8]=2)[CH:3]=[CH:2]1. The yield is 0.240. (2) The reactants are C([O:5][CH2:6][CH2:7][N:8]1[CH2:13][CH2:12][N:11]([C:14]2[CH:19]=[CH:18][C:17]([NH:20][C:21]3[N:30]=[CH:29][C:28]4[C:23](=[C:24]([C:31]5[CH:36]=[CH:35][CH:34]=[C:33]([NH:37][C:38](=[O:41])[CH:39]=[CH2:40])[CH:32]=5)[CH:25]=[CH:26][CH:27]=4)[N:22]=3)=[CH:16][CH:15]=2)[CH2:10][CH2:9]1)(=O)C=C.[OH-].[Na+]. The catalyst is C1COCC1. The product is [OH:5][CH2:6][CH2:7][N:8]1[CH2:13][CH2:12][N:11]([C:14]2[CH:19]=[CH:18][C:17]([NH:20][C:21]3[N:30]=[CH:29][C:28]4[C:23](=[C:24]([C:31]5[CH:32]=[C:33]([NH:37][C:38](=[O:41])[CH:39]=[CH2:40])[CH:34]=[CH:35][CH:36]=5)[CH:25]=[CH:26][CH:27]=4)[N:22]=3)=[CH:16][CH:15]=2)[CH2:10][CH2:9]1. The yield is 0.255.